The task is: Predict the reaction yield, written as a fraction of the theoretical maximum amount of product (1.0 means a 100% yield; for example, 0.34 means a 34% yield).. This data is from Reaction yield outcomes from USPTO patents with 853,638 reactions. (1) The reactants are [O:1]1CCO[CH:2]1[C:6]1[CH:11]=[C:10]([O:12][CH3:13])[N:9]=[CH:8][C:7]=1[O:14][CH2:15][C:16]1[C:17]([C:22]([OH:25])([CH3:24])[CH3:23])=[N:18][CH:19]=[CH:20][CH:21]=1.Cl. No catalyst specified. The product is [OH:25][C:22]([C:17]1[C:16]([CH2:15][O:14][C:7]2[C:6]([CH:2]=[O:1])=[CH:11][C:10]([O:12][CH3:13])=[N:9][CH:8]=2)=[CH:21][CH:20]=[CH:19][N:18]=1)([CH3:23])[CH3:24]. The yield is 0.990. (2) The reactants are Cl[C:2]1[CH:7]=[C:6](/[CH:8]=[CH:9]/[CH:10]([C:15]2[CH:20]=[C:19]([Cl:21])[CH:18]=[C:17]([Cl:22])[CH:16]=2)[C:11]([F:14])([F:13])[F:12])[CH:5]=[CH:4][C:3]=1[CH2:23][NH2:24].[C:25](OC(=O)C)(=[O:27])[CH3:26]. The catalyst is C(Cl)Cl.O. The product is [Cl:22][C:17]1[CH:16]=[C:15]([CH:10]([C:11]([F:14])([F:12])[F:13])/[CH:9]=[CH:8]/[C:6]2[CH:7]=[CH:2][C:3]([CH2:23][NH:24][C:25](=[O:27])[CH3:26])=[CH:4][CH:5]=2)[CH:20]=[C:19]([Cl:21])[CH:18]=1. The yield is 0.600. (3) The reactants are [NH:1]1[C:5]([C:6]2[CH:11]=[CH:10][C:9]([C:12]3[C:21]([CH3:22])=[CH:20][C:19]4[C:14](=[CH:15][CH:16]=[C:17]([O:23]C)[CH:18]=4)[N:13]=3)=[CH:8][CH:7]=2)=[N:4][N:3]=[N:2]1. The catalyst is CN1C(=O)CCC1. The product is [NH:4]1[C:5]([C:6]2[CH:11]=[CH:10][C:9]([C:12]3[C:21]([CH3:22])=[CH:20][C:19]4[C:14](=[CH:15][CH:16]=[C:17]([OH:23])[CH:18]=4)[N:13]=3)=[CH:8][CH:7]=2)=[N:1][N:2]=[N:3]1. The yield is 0.380. (4) The reactants are [BH4-].[Na+].[Cl:3][C:4]1[C:9]([F:10])=[CH:8][CH:7]=[C:6]([Cl:11])[C:5]=1[C:12](=[O:14])[CH3:13]. The catalyst is CO. The product is [Cl:3][C:4]1[C:9]([F:10])=[CH:8][CH:7]=[C:6]([Cl:11])[C:5]=1[CH:12]([OH:14])[CH3:13]. The yield is 0.865. (5) The reactants are C(NC(C)C)(C)C.C([Li])CCC.[CH2:13]([O:20][C:21](=[O:31])[NH:22][C:23]1[CH:28]=[CH:27][C:26]([F:29])=[CH:25][C:24]=1[F:30])[C:14]1[CH:19]=[CH:18][CH:17]=[CH:16][CH:15]=1.CN(C)[CH:34]=[O:35].Cl. The catalyst is O1CCCC1.O. The product is [CH2:13]([O:20][C:21](=[O:31])[NH:22][C:23]1[CH:28]=[CH:27][C:26]([F:29])=[C:25]([CH:34]=[O:35])[C:24]=1[F:30])[C:14]1[CH:15]=[CH:16][CH:17]=[CH:18][CH:19]=1. The yield is 0.930. (6) The reactants are C([C@:18]([NH2:31])([CH2:22][C:23]1[CH:28]=[CH:27][C:26]([O:29][CH3:30])=[CH:25][CH:24]=1)[C:19]([OH:21])=O)(OCC1C2C(=CC=CC=2)C2C1=CC=CC=2)=O.C(Cl)CCl.C1C=CC2N(O)N=NC=2C=1.Cl.[C:47]1([C:53]2([C:59](=[O:63])[CH2:60][CH2:61][CH3:62])[CH2:58][CH2:57][NH:56][CH2:55][CH2:54]2)[CH:52]=[CH:51][CH:50]=[CH:49][CH:48]=1.C(=O)([O-])O.[Na+]. The catalyst is ClCCl.C(N(CC)CC)C.CN(C)C=O. The product is [NH2:31][C@@H:18]([CH2:22][C:23]1[CH:24]=[CH:25][C:26]([O:29][CH3:30])=[CH:27][CH:28]=1)[C:19]([N:56]1[CH2:57][CH2:58][C:53]([C:59](=[O:63])[CH2:60][CH2:61][CH3:62])([C:47]2[CH:48]=[CH:49][CH:50]=[CH:51][CH:52]=2)[CH2:54][CH2:55]1)=[O:21]. The yield is 0.440.